From a dataset of Forward reaction prediction with 1.9M reactions from USPTO patents (1976-2016). Predict the product of the given reaction. (1) The product is: [CH2:30]([O:37][CH2:38][C@H:39]([OH:40])[CH2:41][C:26]1[N:25]([C:6]([C:13]2[CH:18]=[CH:17][CH:16]=[CH:15][CH:14]=2)([C:19]2[CH:20]=[CH:21][CH:22]=[CH:23][CH:24]=2)[C:7]2[CH:12]=[CH:11][CH:10]=[CH:9][CH:8]=2)[CH:29]=[CH:28][N:27]=1)[C:31]1[CH:36]=[CH:35][CH:34]=[CH:33][CH:32]=1. Given the reactants C([Li])CCC.[C:6]([N:25]1[CH:29]=[CH:28][N:27]=[CH:26]1)([C:19]1[CH:24]=[CH:23][CH:22]=[CH:21][CH:20]=1)([C:13]1[CH:18]=[CH:17][CH:16]=[CH:15][CH:14]=1)[C:7]1[CH:12]=[CH:11][CH:10]=[CH:9][CH:8]=1.[CH2:30]([O:37][CH2:38][C@H:39]1[CH2:41][O:40]1)[C:31]1[CH:36]=[CH:35][CH:34]=[CH:33][CH:32]=1.O, predict the reaction product. (2) Given the reactants [F:1][C:2]([F:16])([F:15])[C:3]1[CH:8]=[CH:7][C:6]([C@:9]23[CH2:14][C@H:13]2[CH2:12][NH:11][CH2:10]3)=[CH:5][CH:4]=1.Br[CH2:18][CH2:19][CH2:20][Cl:21], predict the reaction product. The product is: [Cl:21][CH2:20][CH2:19][CH2:18][N:11]1[CH2:12][C@H:13]2[C@:9]([C:6]3[CH:5]=[CH:4][C:3]([C:2]([F:1])([F:15])[F:16])=[CH:8][CH:7]=3)([CH2:14]2)[CH2:10]1. (3) Given the reactants [Cl:1][C:2]1[CH:14]=[CH:13][C:5]2[NH:6][C:7]([C:9](Cl)(Cl)Cl)=[N:8][C:4]=2[CH:3]=1.C([O-])([O-])=[O:16].[K+].[K+].[NH:21]1[CH2:26][CH2:25][CH2:24][C@@H:23]2[CH2:27][NH:28][CH2:29][C@H:22]12, predict the reaction product. The product is: [Cl:1][C:2]1[CH:14]=[CH:13][C:5]2[NH:6][C:7]([C:9]([N:28]3[CH2:27][C@@H:23]4[C@@H:22]([NH:21][CH2:26][CH2:25][CH2:24]4)[CH2:29]3)=[O:16])=[N:8][C:4]=2[CH:3]=1. (4) Given the reactants [Br:1][C:2]1[C:3]([NH2:9])=[N:4][CH:5]=[C:6]([Br:8])[N:7]=1.[Cl:10][C:11]1[C:16]([Cl:17])=[CH:15][CH:14]=[CH:13][C:12]=1[S:18](Cl)(=[O:20])=[O:19], predict the reaction product. The product is: [Cl:10][C:11]1[C:16]([Cl:17])=[CH:15][CH:14]=[CH:13][C:12]=1[S:18]([NH:9][C:3]1[C:2]([Br:1])=[N:7][C:6]([Br:8])=[CH:5][N:4]=1)(=[O:20])=[O:19]. (5) Given the reactants [C:1]([O:5][C@@H:6]([C:11]1[C:12]([CH3:51])=[CH:13][C:14]2[N:15]([CH:28]=[C:29]([C:31]3[CH:36]=[CH:35][CH:34]=[C:33]([C:37]4[C:42]([O:43][C@H:44]([CH2:46][CH:47]=C)[CH3:45])=[CH:41][C:40]([CH3:49])=[CH:39][C:38]=4[F:50])[CH:32]=3)[N:30]=2)[C:16]=1[N:17]1[CH2:22][CH2:21][C:20]([CH3:27])([O:23][CH2:24][CH:25]=C)[CH2:19][CH2:18]1)[C:7]([O:9][CH3:10])=[O:8])([CH3:4])([CH3:3])[CH3:2].C(O[C@@H](C1C(C)=CC2=NC3=CN2C=1N1CCC(C)(OCC=CC[C@H](C)OC2C=C(F)C=CC=2C2C=C3C=CC=2)CC1)C(OCC)=O)(C)(C)C, predict the reaction product. The product is: [C:1]([O:5][C@@H:6]([C:11]1[C:12]([CH3:51])=[CH:13][C:14]2=[N:30][C:29]3=[CH:28][N:15]2[C:16]=1[N:17]1[CH2:18][CH2:19][C:20]([CH3:27])([O:23][CH2:24][CH:25]=[CH:47][CH2:46][C@H:44]([CH3:45])[O:43][C:42]2[CH:41]=[C:40]([CH3:49])[CH:39]=[C:38]([F:50])[C:37]=2[C:33]2[CH:32]=[C:31]3[CH:36]=[CH:35][CH:34]=2)[CH2:21][CH2:22]1)[C:7]([O:9][CH3:10])=[O:8])([CH3:4])([CH3:2])[CH3:3].